From a dataset of Reaction yield outcomes from USPTO patents with 853,638 reactions. Predict the reaction yield, written as a fraction of the theoretical maximum amount of product (1.0 means a 100% yield; for example, 0.34 means a 34% yield). (1) The reactants are [N+:1]([C:4]1[CH:5]=[C:6]([NH2:10])[CH:7]=[CH:8][CH:9]=1)([O-:3])=[O:2].[N:11]([O-])=O.[Na+].[Cl:15][Sn]Cl.O. The catalyst is O.Cl. The product is [ClH:15].[N+:1]([C:4]1[CH:5]=[C:6]([NH:10][NH2:11])[CH:7]=[CH:8][CH:9]=1)([O-:3])=[O:2]. The yield is 0.730. (2) The reactants are [CH2:1]([O:8][C:9]1[N:14]=[CH:13][C:12]([CH2:15][C:16]2[CH:20]=[C:19]([C:21]3[C:22]([NH2:28])=[N:23][C:24]([NH2:27])=[CH:25][CH:26]=3)[O:18][N:17]=2)=[CH:11][CH:10]=1)[C:2]1[CH:7]=[CH:6][CH:5]=[CH:4][CH:3]=1.C(N(CC)CC)C.[CH3:36][O:37][CH2:38][C:39](Cl)=[O:40]. The catalyst is ClCCl. The product is [NH2:28][C:22]1[N:23]=[C:24]([NH:27][C:39](=[O:40])[CH2:38][O:37][CH3:36])[CH:25]=[CH:26][C:21]=1[C:19]1[O:18][N:17]=[C:16]([CH2:15][C:12]2[CH:13]=[N:14][C:9]([O:8][CH2:1][C:2]3[CH:7]=[CH:6][CH:5]=[CH:4][CH:3]=3)=[CH:10][CH:11]=2)[CH:20]=1. The yield is 0.0700. (3) The reactants are [CH:1]1([N:5]2[CH2:10][CH2:9][N:8]([C:11]([C:13]3[CH:14]=[C:15]4[C:19](=[CH:20][CH:21]=3)[NH:18][C:17]([C:22]([N:24]3[CH2:29][CH2:28][C:27]([F:31])([F:30])[CH2:26][CH2:25]3)=[O:23])=[CH:16]4)=[O:12])[CH2:7][CH2:6]2)[CH2:4][CH2:3][CH2:2]1.[Cl:32][C:33]1[CH:38]=[C:37](B(O)O)[CH:36]=[CH:35][N:34]=1.N1C=CC=CC=1. The catalyst is ClCCl.C([O-])(=O)C.[Cu+2].C([O-])(=O)C. The product is [Cl:32][C:33]1[CH:38]=[C:37]([N:18]2[C:19]3[C:15](=[CH:14][C:13]([C:11]([N:8]4[CH2:7][CH2:6][N:5]([CH:1]5[CH2:2][CH2:3][CH2:4]5)[CH2:10][CH2:9]4)=[O:12])=[CH:21][CH:20]=3)[CH:16]=[C:17]2[C:22]([N:24]2[CH2:25][CH2:26][C:27]([F:30])([F:31])[CH2:28][CH2:29]2)=[O:23])[CH:36]=[CH:35][N:34]=1. The yield is 0.100. (4) The reactants are [C:1]([O:9][C@@H:10]1[C@H:14]([CH2:15][O:16][C:17](=[O:24])[C:18]2[CH:23]=[CH:22][CH:21]=[CH:20][CH:19]=2)[O:13][C@H:12]([N:25]2[CH:33]=[N:32][C:31]3[C:26]2=[N:27][CH:28]=[N:29][C:30]=3[NH2:34])[CH2:11]1)(=[O:8])[C:2]1[CH:7]=[CH:6][CH:5]=[CH:4][CH:3]=1.[CH3:35][O:36][C:37]1[CH:56]=[CH:55][C:40]([C:41](Cl)([C:48]2[CH:53]=[CH:52][CH:51]=[CH:50][CH:49]=2)[C:42]2[CH:47]=[CH:46][CH:45]=[CH:44][CH:43]=2)=[CH:39][CH:38]=1.CO. The catalyst is N1C=CC=CC=1. The product is [CH3:35][O:36][C:37]1[CH:56]=[CH:55][C:40]([C:41]([NH:34][C:30]2[N:29]=[CH:28][N:27]=[C:26]3[C:31]=2[N:32]=[CH:33][N:25]3[C@H:12]2[O:13][C@@H:14]([CH2:15][O:16][C:17](=[O:24])[C:18]3[CH:23]=[CH:22][CH:21]=[CH:20][CH:19]=3)[C@@H:10]([O:9][C:1](=[O:8])[C:2]3[CH:3]=[CH:4][CH:5]=[CH:6][CH:7]=3)[CH2:11]2)([C:42]2[CH:43]=[CH:44][CH:45]=[CH:46][CH:47]=2)[C:48]2[CH:53]=[CH:52][CH:51]=[CH:50][CH:49]=2)=[CH:39][CH:38]=1. The yield is 0.720. (5) The reactants are [Br:1][C:2]1[CH:6]=[CH:5][S:4][C:3]=1[C:7](=O)[CH3:8].[C:10]1([C:16](=[N:23][NH2:24])[C:17]2[CH:22]=[CH:21][CH:20]=[CH:19][CH:18]=2)[CH:15]=[CH:14][CH:13]=[CH:12][CH:11]=1. The catalyst is C(O)C. The product is [Br:1][C:2]1[CH:6]=[CH:5][S:4][C:3]=1/[C:7](=[N:24]/[N:23]=[C:16]([C:10]1[CH:15]=[CH:14][CH:13]=[CH:12][CH:11]=1)[C:17]1[CH:22]=[CH:21][CH:20]=[CH:19][CH:18]=1)/[CH3:8]. The yield is 0.840. (6) The reactants are Br[C:2]1[C:7]([CH:8]=[O:9])=[CH:6][C:5]([Cl:10])=[N:4][CH:3]=1.[Cl:11][C:12]1[CH:17]=[CH:16][CH:15]=[CH:14][C:13]=1[C:18]#[CH:19].C(N(CC)C(C)C)(C)C. The catalyst is O1CCOCC1.C(OCC)(=O)C.[Cu]I.Cl[Pd](Cl)([P](C1C=CC=CC=1)(C1C=CC=CC=1)C1C=CC=CC=1)[P](C1C=CC=CC=1)(C1C=CC=CC=1)C1C=CC=CC=1. The product is [Cl:10][C:5]1[CH:6]=[C:7]([C:2]([C:19]#[C:18][C:13]2[CH:14]=[CH:15][CH:16]=[CH:17][C:12]=2[Cl:11])=[CH:3][N:4]=1)[CH:8]=[O:9]. The yield is 0.880. (7) The reactants are [O:1]1[C:5]2[CH:6]=[CH:7][C:8]([C:10]3[O:14][C:13]([CH2:15][CH2:16][C:17]([O:19]CC)=[O:18])=[N:12][N:11]=3)=[CH:9][C:4]=2[CH2:3][CH2:2]1.C(O)C.[OH-].[Na+].Cl. The catalyst is O1CCCC1. The product is [O:1]1[C:5]2[CH:6]=[CH:7][C:8]([C:10]3[O:14][C:13]([CH2:15][CH2:16][C:17]([OH:19])=[O:18])=[N:12][N:11]=3)=[CH:9][C:4]=2[CH2:3][CH2:2]1. The yield is 0.770.